This data is from CYP2C9 inhibition data for predicting drug metabolism from PubChem BioAssay. The task is: Regression/Classification. Given a drug SMILES string, predict its absorption, distribution, metabolism, or excretion properties. Task type varies by dataset: regression for continuous measurements (e.g., permeability, clearance, half-life) or binary classification for categorical outcomes (e.g., BBB penetration, CYP inhibition). Dataset: cyp2c9_veith. (1) The compound is Cl.O=C(CN1CCCCC1)Nc1cccc([N+](=O)[O-])c1. The result is 0 (non-inhibitor). (2) The molecule is COc1cccc(-c2cc(NCc3cccc(C)c3)ncn2)c1. The result is 0 (non-inhibitor). (3) The compound is Cc1nc2c(C#N)c[nH]n2c(=O)c1Cc1ccccc1. The result is 1 (inhibitor). (4) The drug is CC(C)CCC[C@@H](C)[C@@H]1CC[C@@H]2[C@H]3CC[C@H]4C[C@@H](N)CC[C@@]4(C)[C@@H]3CC[C@@]12C. The result is 0 (non-inhibitor). (5) The drug is COc1ccc(N(CC(=O)NN=C2CCCC2)S(=O)(=O)c2ccccc2)cc1. The result is 1 (inhibitor). (6) The drug is Cc1[nH]c2ccccc2c1/C=C/c1cc[n+](C)cc1.[I-]. The result is 0 (non-inhibitor). (7) The compound is S=C1SCN(CCN2CCOCC2)CN1Cc1ccccc1. The result is 1 (inhibitor).